From a dataset of Retrosynthesis with 50K atom-mapped reactions and 10 reaction types from USPTO. Predict the reactants needed to synthesize the given product. (1) Given the product CC(c1cccc(N)c1)S(=O)(=O)[O-], predict the reactants needed to synthesize it. The reactants are: CC(c1cccc([N+](=O)[O-])c1)S(=O)(=O)[O-]. (2) Given the product CC1NC(=O)NN=C1c1ccc(OCC(=O)NN)c(Cl)c1, predict the reactants needed to synthesize it. The reactants are: CCOC(=O)COc1ccc(C2=NNC(=O)NC2C)cc1Cl.NN.